This data is from Catalyst prediction with 721,799 reactions and 888 catalyst types from USPTO. The task is: Predict which catalyst facilitates the given reaction. (1) Reactant: Cl.[Br:2][C:3]1[C:4]([C:10]([CH3:13])([CH3:12])[CH3:11])=[N:5][N:6]([CH2:8]Cl)[CH:7]=1.[CH2:14]([CH:17]([C:20]#[N:21])[C:18]#[N:19])[CH:15]=[CH2:16].C(=O)([O-])[O-].[K+].[K+].O. Product: [CH2:14]([C:17]([CH2:8][N:6]1[CH:7]=[C:3]([Br:2])[C:4]([C:10]([CH3:13])([CH3:12])[CH3:11])=[N:5]1)([C:20]#[N:21])[C:18]#[N:19])[CH:15]=[CH2:16]. The catalyst class is: 9. (2) Reactant: [CH2:1]1[C:10]2[C:5](=[CH:6][CH:7]=[CH:8][CH:9]=2)[CH2:4][CH2:3][NH:2]1.[Cl:11][C:12](Cl)([O:14]C(=O)OC(Cl)(Cl)Cl)Cl. Product: [CH2:1]1[C:10]2[C:5](=[CH:6][CH:7]=[CH:8][CH:9]=2)[CH2:4][CH2:3][N:2]1[C:12]([Cl:11])=[O:14]. The catalyst class is: 22. (3) Reactant: Cl.[NH2:2][C:3]1[CH:4]=[C:5]([CH:9]=[C:10]([OH:12])[CH:11]=1)[C:6]([OH:8])=[O:7].[OH-].[Na+].C(=O)([O-])O.[Na+].[O:20](C(OC(C)(C)C)=O)[C:21]([O:23][C:24]([CH3:27])([CH3:26])[CH3:25])=O. Product: [C:24]([O:23][C:21]([NH:2][C:3]1[CH:4]=[C:5]([CH:9]=[C:10]([OH:12])[CH:11]=1)[C:6]([OH:8])=[O:7])=[O:20])([CH3:27])([CH3:26])[CH3:25]. The catalyst class is: 127.